From a dataset of Full USPTO retrosynthesis dataset with 1.9M reactions from patents (1976-2016). Predict the reactants needed to synthesize the given product. Given the product [Si:1]([O:18][CH2:19][C:20]1[C:21]([O:30][CH2:31][CH:32]2[CH2:34][CH2:33]2)=[CH:22][C:23]([OH:29])=[C:24]([C:26](=[N:37][OH:36])[CH3:27])[CH:25]=1)([C:14]([CH3:17])([CH3:16])[CH3:15])([C:8]1[CH:13]=[CH:12][CH:11]=[CH:10][CH:9]=1)[C:2]1[CH:7]=[CH:6][CH:5]=[CH:4][CH:3]=1, predict the reactants needed to synthesize it. The reactants are: [Si:1]([O:18][CH2:19][C:20]1[C:21]([O:30][CH2:31][CH:32]2[CH2:34][CH2:33]2)=[CH:22][C:23]([OH:29])=[C:24]([C:26](=O)[CH3:27])[CH:25]=1)([C:14]([CH3:17])([CH3:16])[CH3:15])([C:8]1[CH:13]=[CH:12][CH:11]=[CH:10][CH:9]=1)[C:2]1[CH:7]=[CH:6][CH:5]=[CH:4][CH:3]=1.[Cl-].[OH:36][NH3+:37].C([O-])(=O)C.[Na+].